Dataset: NCI-60 drug combinations with 297,098 pairs across 59 cell lines. Task: Regression. Given two drug SMILES strings and cell line genomic features, predict the synergy score measuring deviation from expected non-interaction effect. (1) Drug 1: CN1CCC(CC1)COC2=C(C=C3C(=C2)N=CN=C3NC4=C(C=C(C=C4)Br)F)OC. Drug 2: CC1=C2C(C(=O)C3(C(CC4C(C3C(C(C2(C)C)(CC1OC(=O)C(C(C5=CC=CC=C5)NC(=O)C6=CC=CC=C6)O)O)OC(=O)C7=CC=CC=C7)(CO4)OC(=O)C)O)C)OC(=O)C. Cell line: K-562. Synergy scores: CSS=59.5, Synergy_ZIP=1.93, Synergy_Bliss=2.66, Synergy_Loewe=-10.5, Synergy_HSA=2.20. (2) Drug 1: CC12CCC(CC1=CCC3C2CCC4(C3CC=C4C5=CN=CC=C5)C)O. Drug 2: CN1C(=O)N2C=NC(=C2N=N1)C(=O)N. Cell line: OVCAR-4. Synergy scores: CSS=13.1, Synergy_ZIP=0.202, Synergy_Bliss=2.72, Synergy_Loewe=-7.81, Synergy_HSA=-0.783.